Dataset: Catalyst prediction with 721,799 reactions and 888 catalyst types from USPTO. Task: Predict which catalyst facilitates the given reaction. (1) Reactant: [NH:1]1[CH2:6][CH2:5][CH:4]([C:7]([NH:9][C:10]2[C:14]3[CH:15]=[CH:16][CH:17]=[CH:18][C:13]=3[O:12][C:11]=2[C:19]([NH:21][C:22]2[CH:27]=[CH:26][C:25]([Cl:28])=[CH:24][N:23]=2)=[O:20])=[O:8])[CH2:3][CH2:2]1.[C:29](O)(=[O:36])[C:30]1[CH:35]=[CH:34][CH:33]=[N:32][CH:31]=1.ON1C2C=CC=CC=2N=N1.Cl.C(N=C=NCCCN(C)C)C.C(=O)([O-])O.[Na+]. The catalyst class is: 35. Product: [N:32]1[CH:33]=[CH:34][CH:35]=[C:30]([C:29]([N:1]2[CH2:6][CH2:5][CH:4]([C:7]([NH:9][C:10]3[C:14]4[CH:15]=[CH:16][CH:17]=[CH:18][C:13]=4[O:12][C:11]=3[C:19]([NH:21][C:22]3[CH:27]=[CH:26][C:25]([Cl:28])=[CH:24][N:23]=3)=[O:20])=[O:8])[CH2:3][CH2:2]2)=[O:36])[CH:31]=1. (2) Reactant: [Cl:1][C:2]1[CH:7]=[CH:6][C:5]([CH:8]2[CH2:12][N:11]([C:13]([CH:15]3[CH2:20][CH2:19][NH:18][CH2:17][CH2:16]3)=[O:14])[CH2:10][CH:9]2[N:21]([CH3:36])[C:22](=[O:35])[C:23]2[CH:28]=[CH:27][C:26]([O:29][CH3:30])=[C:25]([C:31]([F:34])([F:33])[F:32])[CH:24]=2)=[CH:4][CH:3]=1.C(O[BH-](O[C:47](=O)[CH3:48])OC(=O)C)(=O)C.[Na+].[C:51](=O)([O-])[O-].[Na+].[Na+]. Product: [Cl:1][C:2]1[CH:3]=[CH:4][C:5]([CH:8]2[CH2:12][N:11]([C:13]([CH:15]3[CH2:20][CH2:19][N:18]([CH:47]([CH3:48])[CH3:51])[CH2:17][CH2:16]3)=[O:14])[CH2:10][CH:9]2[N:21]([CH3:36])[C:22](=[O:35])[C:23]2[CH:28]=[CH:27][C:26]([O:29][CH3:30])=[C:25]([C:31]([F:33])([F:32])[F:34])[CH:24]=2)=[CH:6][CH:7]=1. The catalyst class is: 96.